Dataset: Catalyst prediction with 721,799 reactions and 888 catalyst types from USPTO. Task: Predict which catalyst facilitates the given reaction. Reactant: [NH2:1][C:2]1[S:3][C:4]2[C:9]([N:10]([CH3:18])[C@H:11]([CH2:14][CH:15]([CH3:17])[CH3:16])[CH2:12][OH:13])=[N:8][C:7]([SH:19])=[N:6][C:5]=2[N:20]=1.[Br:21][C:22]1[CH:29]=[CH:28][C:25]([CH2:26]Br)=[C:24]([F:30])[CH:23]=1.CCN(C(C)C)C(C)C. Product: [NH2:1][C:2]1[S:3][C:4]2[C:9]([N:10]([CH3:18])[C@H:11]([CH2:14][CH:15]([CH3:17])[CH3:16])[CH2:12][OH:13])=[N:8][C:7]([S:19][CH2:26][C:25]3[CH:28]=[CH:29][C:22]([Br:21])=[CH:23][C:24]=3[F:30])=[N:6][C:5]=2[N:20]=1. The catalyst class is: 16.